Dataset: Full USPTO retrosynthesis dataset with 1.9M reactions from patents (1976-2016). Task: Predict the reactants needed to synthesize the given product. (1) Given the product [N:1]1([CH2:6][CH2:7][NH:8][C:13]2[CH:14]=[CH:15][CH:16]=[CH:17][C:12]=2[N+:9]([O-:11])=[O:10])[CH:5]=[CH:4][N:3]=[CH:2]1, predict the reactants needed to synthesize it. The reactants are: [N:1]1([CH2:6][CH2:7][NH2:8])[CH:5]=[CH:4][N:3]=[CH:2]1.[N+:9]([C:12]1[CH:17]=[CH:16][CH:15]=[CH:14][C:13]=1NC1CCN(C(OC(C)(C)C)=O)CC1)([O-:11])=[O:10]. (2) Given the product [CH2:20]([O:19][C:16]1[CH:17]=[CH:18][C:13]([C:11]2[N:10]([C:27]3[CH:28]=[N:29][CH:30]=[CH:31][CH:32]=3)[N:9]=[C:8]([C:6]([OH:7])=[O:5])[CH:12]=2)=[N:14][CH:15]=1)[C:21]1[CH:22]=[CH:23][CH:24]=[CH:25][CH:26]=1, predict the reactants needed to synthesize it. The reactants are: [OH-].[Na+].C([O:5][C:6]([C:8]1[CH:12]=[C:11]([C:13]2[CH:18]=[CH:17][C:16]([O:19][CH2:20][C:21]3[CH:26]=[CH:25][CH:24]=[CH:23][CH:22]=3)=[CH:15][N:14]=2)[N:10]([C:27]2[CH:28]=[N:29][CH:30]=[CH:31][CH:32]=2)[N:9]=1)=[O:7])C.